This data is from Full USPTO retrosynthesis dataset with 1.9M reactions from patents (1976-2016). The task is: Predict the reactants needed to synthesize the given product. Given the product [ClH:1].[CH3:20][C:19]1[N:18]([C:21]2[CH:26]=[CH:25][CH:24]=[CH:23][CH:22]=2)[N:17]=[CH:16][C:15]=1[CH2:14][N:11]1[CH2:12][CH2:13][N:8]([C:3]2[C:2]([C:41]3[CH:42]=[CH:43][C:38]([CH2:37][NH:36][C:33](=[O:35])[CH3:34])=[CH:39][CH:40]=3)=[N:7][CH:6]=[CH:5][N:4]=2)[CH2:9][CH2:10]1, predict the reactants needed to synthesize it. The reactants are: [Cl:1][C:2]1[C:3]([N:8]2[CH2:13][CH2:12][N:11]([CH2:14][C:15]3[CH:16]=[N:17][N:18]([C:21]4[CH:26]=[CH:25][CH:24]=[CH:23][CH:22]=4)[C:19]=3[CH3:20])[CH2:10][CH2:9]2)=[N:4][CH:5]=[CH:6][N:7]=1.C(=O)([O-])[O-].[K+].[K+].[C:33]([NH:36][CH2:37][C:38]1[CH:43]=[CH:42][C:41](B(O)O)=[CH:40][CH:39]=1)(=[O:35])[CH3:34].O.